The task is: Predict the reactants needed to synthesize the given product.. This data is from Full USPTO retrosynthesis dataset with 1.9M reactions from patents (1976-2016). (1) Given the product [Br:1][C:2]1[S:3][C:4]([I:31])=[CH:5][C:6]=1[C:7]1[CH:12]=[CH:11][C:10]([CH2:13][CH:14]([CH2:19][CH3:20])[CH2:15][CH2:16][CH2:17][CH3:18])=[CH:9][CH:8]=1, predict the reactants needed to synthesize it. The reactants are: [Br:1][C:2]1[S:3][CH:4]=[CH:5][C:6]=1[C:7]1[CH:12]=[CH:11][C:10]([CH2:13][CH:14]([CH2:19][CH3:20])[CH2:15][CH2:16][CH2:17][CH3:18])=[CH:9][CH:8]=1.II.C(O)(=O)C.C(O)(=O)C.[I:31]C1C=CC=CC=1.S([O-])([O-])(=O)=S.[Na+].[Na+]. (2) Given the product [OH:18][C@H:15]1[CH2:16][CH2:17][C@@:12]([C@H:11]2[CH2:10][CH2:9][C@@:8]3([CH3:22])[C@@H:4]([CH2:5][CH2:6][C:7]3=[CH2:23])[C@@H:3]2[CH2:2][NH:1][C:26]([NH:25][CH3:24])=[S:27])([CH3:21])[C@@H:13]([CH2:19][OH:20])[CH2:14]1, predict the reactants needed to synthesize it. The reactants are: [NH2:1][CH2:2][C@@H:3]1[C@@H:11]([C@@:12]2([CH3:21])[CH2:17][CH2:16][C@H:15]([OH:18])[CH2:14][C@@H:13]2[CH2:19][OH:20])[CH2:10][CH2:9][C@@:8]2([CH3:22])[C@H:4]1[CH2:5][CH2:6][C:7]2=[CH2:23].[CH3:24][N:25]=[C:26]=[S:27].